Dataset: Forward reaction prediction with 1.9M reactions from USPTO patents (1976-2016). Task: Predict the product of the given reaction. (1) Given the reactants [NH2:1][CH2:2][C:3]1[CH:4]=[C:5]([C:9]2[CH:10]=[C:11]3[C:16](=[CH:17][CH:18]=2)[N:15]([CH3:19])[C:14](=[O:20])[CH2:13][CH2:12]3)[CH:6]=[N:7][CH:8]=1.[CH3:21][C:22]1[C:26]([C:27](O)=[O:28])=[C:25]([CH3:30])[O:24][N:23]=1.CN(C(ON1N=NC2C=CC=CC1=2)=[N+](C)C)C.[B-](F)(F)(F)F.CCN(C(C)C)C(C)C, predict the reaction product. The product is: [CH3:19][N:15]1[C:16]2[C:11](=[CH:10][C:9]([C:5]3[CH:4]=[C:3]([CH2:2][NH:1][C:27]([C:26]4[C:22]([CH3:21])=[N:23][O:24][C:25]=4[CH3:30])=[O:28])[CH:8]=[N:7][CH:6]=3)=[CH:18][CH:17]=2)[CH2:12][CH2:13][C:14]1=[O:20]. (2) Given the reactants [CH3:1][C@H:2]1[CH2:7][NH:6][CH2:5][C@@H:4]([CH3:8])[NH:3]1.[Cl:9][C:10]1[CH:20]=[CH:19][C:13]([O:14][CH2:15][C:16](Cl)=[O:17])=[CH:12][CH:11]=1.C(N(CC)CC)C, predict the reaction product. The product is: [Cl:9][C:10]1[CH:20]=[CH:19][C:13]([O:14][CH2:15][C:16]([N:6]2[CH2:5][C@H:4]([CH3:8])[NH:3][C@H:2]([CH3:1])[CH2:7]2)=[O:17])=[CH:12][CH:11]=1. (3) Given the reactants OS(O)(=O)=O.CC(C)=O.OS(O)(=O)=O.O=[Cr](=O)=O.[OH:19][CH:20]1[CH2:25][CH2:24][CH2:23][CH2:22][CH:21]1[NH:26][C:27](=[O:36])[O:28][CH2:29][C:30]1[CH:35]=[CH:34][CH:33]=[CH:32][CH:31]=1, predict the reaction product. The product is: [O:19]=[C:20]1[CH2:25][CH2:24][CH2:23][CH2:22][CH:21]1[NH:26][C:27](=[O:36])[O:28][CH2:29][C:30]1[CH:31]=[CH:32][CH:33]=[CH:34][CH:35]=1. (4) Given the reactants C([N:4]1[CH2:13][CH2:12][C:11]2[N:10]([CH3:14])[C:9](=[O:15])[CH:8]=[C:7]([C:16]3[CH:21]=[CH:20][CH:19]=[C:18]([Cl:22])[CH:17]=3)[C:6]=2[CH2:5]1)C=C.CC#N, predict the reaction product. The product is: [Cl:22][C:18]1[CH:17]=[C:16]([C:7]2[C:6]3[CH2:5][NH:4][CH2:13][CH2:12][C:11]=3[N:10]([CH3:14])[C:9](=[O:15])[CH:8]=2)[CH:21]=[CH:20][CH:19]=1. (5) Given the reactants [H-].[Na+].[CH2:3]([O:5][C:6](=[O:20])[CH2:7][C:8]1[N:9]([C:13]2[C:18]([Br:19])=[CH:17][CH:16]=[CH:15][N:14]=2)[N:10]=[CH:11][CH:12]=1)[CH3:4].Cl[C:22]1[CH:23]([CH2:29][CH2:30][CH3:31])[N:24]([OH:28])[CH:25]=[CH:26][N:27]=1.CCOC(C)=O, predict the reaction product. The product is: [CH2:3]([O:5][C:6](=[O:20])[CH:7]([C:8]1[N:9]([C:13]2[C:18]([Br:19])=[CH:17][CH:16]=[CH:15][N:14]=2)[N:10]=[CH:11][CH:12]=1)[C:22]1[CH:23]([CH2:29][CH2:30][CH3:31])[N:24]([OH:28])[CH:25]=[CH:26][N:27]=1)[CH3:4].